This data is from Full USPTO retrosynthesis dataset with 1.9M reactions from patents (1976-2016). The task is: Predict the reactants needed to synthesize the given product. Given the product [Cl:29][C:28]1[CH:27]=[N:26][CH:25]=[C:24]([Cl:30])[C:23]=1[C:21]([NH:20][CH2:19][CH2:18][CH:17]([N:14]1[CH2:15][CH2:16][CH:11]([N:10]([CH2:32][C:33]2[CH:38]=[CH:37][CH:36]=[C:35]([C:39]#[N:40])[CH:34]=2)[C:7]2[CH:8]=[CH:9][C:4]([C:3](=[O:2])[N:43]([CH3:44])[CH3:42])=[CH:5][CH:6]=2)[CH2:12][CH2:13]1)[CH3:31])=[O:22], predict the reactants needed to synthesize it. The reactants are: C[O:2][C:3](=O)[C:4]1[CH:9]=[CH:8][C:7]([N:10]([CH2:32][C:33]2[CH:38]=[CH:37][CH:36]=[C:35]([C:39]#[N:40])[CH:34]=2)[CH:11]2[CH2:16][CH2:15][N:14]([CH:17]([CH3:31])[CH2:18][CH2:19][NH:20][C:21]([C:23]3[C:28]([Cl:29])=[CH:27][N:26]=[CH:25][C:24]=3[Cl:30])=[O:22])[CH2:13][CH2:12]2)=[CH:6][CH:5]=1.[CH3:42][NH:43][CH3:44].